From a dataset of Forward reaction prediction with 1.9M reactions from USPTO patents (1976-2016). Predict the product of the given reaction. (1) Given the reactants [Si:1]([O:8][CH2:9][C:10]1[CH:11]=[C:12]([OH:16])[CH:13]=[CH:14][CH:15]=1)([C:4]([CH3:7])([CH3:6])[CH3:5])([CH3:3])[CH3:2].[C:17]([O:20][C:21]1[C:22](=[CH:26][CH:27]=[CH:28][CH:29]=1)[C:23](Cl)=[O:24])(=[O:19])[CH3:18].C(N(CC)CC)C, predict the reaction product. The product is: [C:17]([O:20][C:21]1[CH:29]=[CH:28][CH:27]=[CH:26][C:22]=1[C:23]([O:16][C:12]1[CH:13]=[CH:14][CH:15]=[C:10]([CH2:9][O:8][Si:1]([C:4]([CH3:7])([CH3:6])[CH3:5])([CH3:3])[CH3:2])[CH:11]=1)=[O:24])(=[O:19])[CH3:18]. (2) Given the reactants [CH3:1][N:2]1[CH2:7][CH2:6][C:5](=O)[CH2:4][CH2:3]1.[O-]S([O-])(=O)=O.[Mg+2].[NH:15]([C:17]([O:19][C:20]([CH3:23])([CH3:22])[CH3:21])=[O:18])[NH2:16], predict the reaction product. The product is: [CH3:1][N:2]1[CH2:7][CH2:6][CH:5]([NH:16][NH:15][C:17]([O:19][C:20]([CH3:23])([CH3:22])[CH3:21])=[O:18])[CH2:4][CH2:3]1. (3) The product is: [NH2:1][C:2]1[C:6]2[C:7](=[O:19])[N:8]([C:12]3[CH:17]=[CH:16][CH:15]=[CH:14][C:13]=3[Cl:18])[CH:9]=[C:10]([B:23]3[O:24][C:25]([CH3:27])([CH3:26])[C:21]([CH3:37])([CH3:20])[O:22]3)[C:5]=2[NH:4][N:3]=1. Given the reactants [NH2:1][C:2]1[C:6]2[C:7](=[O:19])[N:8]([C:12]3[CH:17]=[CH:16][CH:15]=[CH:14][C:13]=3[Cl:18])[CH:9]=[C:10](Br)[C:5]=2[NH:4][N:3]=1.[CH3:20][C:21]1([CH3:37])[C:25]([CH3:27])([CH3:26])[O:24][B:23]([B:23]2[O:24][C:25]([CH3:27])([CH3:26])[C:21]([CH3:37])([CH3:20])[O:22]2)[O:22]1.C([O-])(=O)C.[K+].CN(C)C=O, predict the reaction product. (4) Given the reactants Cl.[CH:2]([N:5]1[C:9]([C:10]2[CH2:15][NH:14][CH2:13][CH2:12][C:11]=2[CH2:16][OH:17])=[CH:8][CH:7]=[N:6]1)([CH3:4])[CH3:3].CCN(CC)CC.[CH3:25][C:26](OC(C)=O)=[O:27], predict the reaction product. The product is: [OH:17][CH2:16][C:11]1[CH2:12][CH2:13][N:14]([C:26](=[O:27])[CH3:25])[CH2:15][C:10]=1[C:9]1[N:5]([CH:2]([CH3:4])[CH3:3])[N:6]=[CH:7][CH:8]=1. (5) Given the reactants [C:1]([C:3]1[C:4]([N:22]2[CH2:27][CH2:26][CH:25]([C:28](O)=[O:29])[CH2:24][CH2:23]2)=[N:5][C:6]([CH2:14][N:15]2[CH2:20][CH2:19][CH2:18][CH2:17][C:16]2=[O:21])=[C:7]([C:9]([O:11][CH2:12][CH3:13])=[O:10])[CH:8]=1)#[N:2].[CH3:31][Si:32]([CH3:45])([CH3:44])[C:33]1[CH:38]=[CH:37][C:36]([CH2:39][S:40]([NH2:43])(=[O:42])=[O:41])=[CH:35][CH:34]=1, predict the reaction product. The product is: [C:1]([C:3]1[C:4]([N:22]2[CH2:23][CH2:24][CH:25]([C:28](=[O:29])[NH:43][S:40]([CH2:39][C:36]3[CH:37]=[CH:38][C:33]([Si:32]([CH3:45])([CH3:44])[CH3:31])=[CH:34][CH:35]=3)(=[O:42])=[O:41])[CH2:26][CH2:27]2)=[N:5][C:6]([CH2:14][N:15]2[CH2:20][CH2:19][CH2:18][CH2:17][C:16]2=[O:21])=[C:7]([CH:8]=1)[C:9]([O:11][CH2:12][CH3:13])=[O:10])#[N:2]. (6) Given the reactants [CH2:1](I)[CH3:2].[NH2:4][C:5]1[CH:10]=[C:9]([F:11])[CH:8]=[CH:7][C:6]=1[SH:12].C(=O)([O-])[O-].[Cs+].[Cs+].C(OCC)(=O)C, predict the reaction product. The product is: [CH2:1]([S:12][C:6]1[CH:7]=[CH:8][C:9]([F:11])=[CH:10][C:5]=1[NH2:4])[CH3:2]. (7) Given the reactants B.[O:2]1CCCC1.[CH2:7]([O:14][C:15]1[CH:20]=[CH:19][C:18]([CH:21]2[CH:26]=[CH:25][N:24]([CH:27]([C:29]3[CH:34]=[CH:33][CH:32]=[CH:31][CH:30]=3)[CH3:28])[CH2:23][CH:22]2[O:35][Si:36]([CH:43]([CH3:45])[CH3:44])([CH:40]([CH3:42])[CH3:41])[CH:37]([CH3:39])[CH3:38])=[CH:17][CH:16]=1)[C:8]1[CH:13]=[CH:12][CH:11]=[CH:10][CH:9]=1.O.C([O-])([O-])=O.C([O-])([O-])=O.OO.OO.OO.[Na+].[Na+].[Na+].[Na+], predict the reaction product. The product is: [CH2:7]([O:14][C:15]1[CH:16]=[CH:17][C:18]([CH:21]2[CH:22]([O:35][Si:36]([CH:40]([CH3:42])[CH3:41])([CH:37]([CH3:38])[CH3:39])[CH:43]([CH3:45])[CH3:44])[CH2:23][N:24]([CH:27]([C:29]3[CH:30]=[CH:31][CH:32]=[CH:33][CH:34]=3)[CH3:28])[CH2:25][CH:26]2[OH:2])=[CH:19][CH:20]=1)[C:8]1[CH:9]=[CH:10][CH:11]=[CH:12][CH:13]=1. (8) Given the reactants [C:1]1([CH2:7][C:8]#[C:9][CH2:10][OH:11])[CH:6]=[CH:5][CH:4]=[CH:3][CH:2]=1.II, predict the reaction product. The product is: [C:1]1([CH2:7][C:8]#[C:9][CH:10]=[O:11])[CH:6]=[CH:5][CH:4]=[CH:3][CH:2]=1. (9) Given the reactants [H-].[H-].[H-].[H-].[Li+].[Al+3].[Cl:7][C:8]1[CH:13]=[CH:12][C:11]([CH:14]2[NH:17][C:16](=O)[CH2:15]2)=[C:10]([CH2:19][O:20][Si](C(C)C)(C(C)C)C(C)C)[CH:9]=1.Cl, predict the reaction product. The product is: [ClH:7].[NH:17]1[CH2:16][CH2:15][CH:14]1[C:11]1[CH:12]=[CH:13][C:8]([Cl:7])=[CH:9][C:10]=1[CH2:19][OH:20].